This data is from Catalyst prediction with 721,799 reactions and 888 catalyst types from USPTO. The task is: Predict which catalyst facilitates the given reaction. (1) Reactant: Br[CH2:2][CH2:3][CH2:4][C:5]([O:7][CH2:8][CH3:9])=[O:6].[NH:10]1[CH2:15][CH2:14][CH2:13][CH2:12][CH2:11]1. Product: [N:10]1([CH2:2][CH2:3][CH2:4][C:5]([O:7][CH2:8][CH3:9])=[O:6])[CH2:15][CH2:14][CH2:13][CH2:12][CH2:11]1. The catalyst class is: 10. (2) Reactant: C1CCC(N=C=NC2CCCCC2)CC1.[C:16]([O:20][C:21]([N:23]1[CH2:28][CH2:27][CH:26]([C:29]([OH:31])=O)[CH2:25][CH2:24]1)=[O:22])([CH3:19])([CH3:18])[CH3:17].[CH3:32][O:33][C:34]1[CH:35]=[C:36]2[C:41](=[CH:42][C:43]=1[O:44][CH3:45])[CH2:40][NH:39][CH2:38][CH2:37]2.C1(NC(N)=O)CCCCC1. Product: [C:16]([O:20][C:21]([N:23]1[CH2:24][CH2:25][CH:26]([C:29]([N:39]2[CH2:38][CH2:37][C:36]3[C:41](=[CH:42][C:43]([O:44][CH3:45])=[C:34]([O:33][CH3:32])[CH:35]=3)[CH2:40]2)=[O:31])[CH2:27][CH2:28]1)=[O:22])([CH3:17])([CH3:18])[CH3:19]. The catalyst class is: 166. (3) Reactant: [Br:1][C:2]1[CH:3]=[C:4]([CH:9]=[CH:10][CH:11]=1)[C:5](=[O:8])[CH2:6]Br.[N-:12]=[N+:13]=[N-:14].[Na+]. Product: [Br:1][C:2]1[CH:3]=[C:4]([CH:9]=[CH:10][CH:11]=1)[C:5](=[O:8])[CH2:6][N:12]=[N+:13]=[N-:14]. The catalyst class is: 5. (4) Reactant: [CH2:1]([O:8][C:9]([NH:11][C:12](=[N:45][C:46]([O:48][CH2:49][C:50]1[CH:55]=[CH:54][CH:53]=[CH:52][CH:51]=1)=[O:47])[N:13]1[CH2:18][CH2:17][CH2:16][CH:15]([C:19]([NH:21][C:22]2[C:23]([NH:32][C:33](=[O:44])[C:34]3[CH:39]=[CH:38][C:37]([C:40]([CH3:43])([CH3:42])[CH3:41])=[CH:36][CH:35]=3)=[CH:24][C:25]([C:28]([O:30]C)=[O:29])=[CH:26][CH:27]=2)=[O:20])[CH2:14]1)=[O:10])[C:2]1[CH:7]=[CH:6][CH:5]=[CH:4][CH:3]=1.CO.O1CCOCC1.[OH-].[Na+]. Product: [CH2:49]([O:48][C:46]([NH:45][C:12](=[N:11][C:9]([O:8][CH2:1][C:2]1[CH:3]=[CH:4][CH:5]=[CH:6][CH:7]=1)=[O:10])[N:13]1[CH2:18][CH2:17][CH2:16][CH:15]([C:19]([NH:21][C:22]2[C:23]([NH:32][C:33](=[O:44])[C:34]3[CH:35]=[CH:36][C:37]([C:40]([CH3:43])([CH3:42])[CH3:41])=[CH:38][CH:39]=3)=[CH:24][C:25]([C:28]([OH:30])=[O:29])=[CH:26][CH:27]=2)=[O:20])[CH2:14]1)=[O:47])[C:50]1[CH:55]=[CH:54][CH:53]=[CH:52][CH:51]=1. The catalyst class is: 6. (5) Reactant: [C:1]([N:4]1[CH2:9][CH2:8][N:7]([CH2:10][CH2:11][CH2:12][O:13][C:14]2[CH:23]=[C:22]3[C:17]([C:18](Cl)=[N:19][CH:20]=[N:21]3)=[CH:16][C:15]=2[O:25][CH3:26])[CH2:6][CH2:5]1)(=[O:3])[CH3:2].[F:27][C:28]1[CH:36]=[C:35]([C:37]#[C:38][CH2:39][O:40][CH3:41])[C:31]2[O:32][CH2:33][O:34][C:30]=2[C:29]=1[NH2:42].C[Si]([N-][Si](C)(C)C)(C)C.[Na+]. Product: [C:1]([N:4]1[CH2:9][CH2:8][N:7]([CH2:10][CH2:11][CH2:12][O:13][C:14]2[CH:23]=[C:22]3[C:17]([C:18]([NH:42][C:29]4[C:30]5[O:34][CH2:33][O:32][C:31]=5[C:35]([C:37]#[C:38][CH2:39][O:40][CH3:41])=[CH:36][C:28]=4[F:27])=[N:19][CH:20]=[N:21]3)=[CH:16][C:15]=2[O:25][CH3:26])[CH2:6][CH2:5]1)(=[O:3])[CH3:2]. The catalyst class is: 3. (6) Reactant: [H-].[Na+].[NH:3]1[CH:7]=[CH:6][CH:5]=[N:4]1.F[C:9]1[CH:10]=[C:11]([C:19]([O:21][CH3:22])=[O:20])[C:12](=[CH:17][CH:18]=1)[C:13]([O:15][CH3:16])=[O:14]. Product: [N:3]1([C:18]2[CH:17]=[C:12]([C:13]([O:15][CH3:16])=[O:14])[C:11](=[CH:10][CH:9]=2)[C:19]([O:21][CH3:22])=[O:20])[CH:7]=[CH:6][CH:5]=[N:4]1. The catalyst class is: 60. (7) Reactant: [CH2:1]([C@@:4]12[CH2:12][CH2:11][CH2:10][C@@H:9]([C@H:13]([OH:18])[CH2:14][C:15]([CH3:17])=[CH2:16])[C@@H:8]1[C:7]1([O:22][CH2:21][CH2:20][O:19]1)[CH2:6][CH2:5]2)[CH:2]=[CH2:3].C([O-])(O)=O.[Na+].CC(OI1(OC(C)=O)(OC(C)=O)OC(=O)C2C=CC=CC1=2)=O. Product: [CH2:1]([C@@:4]12[CH2:12][CH2:11][CH2:10][C@@H:9]([C:13](=[O:18])[CH2:14][C:15]([CH3:17])=[CH2:16])[C@@H:8]1[C:7]1([O:19][CH2:20][CH2:21][O:22]1)[CH2:6][CH2:5]2)[CH:2]=[CH2:3]. The catalyst class is: 4. (8) Reactant: [OH-].[Na+:2].[CH3:3][CH2:4][CH2:5][CH2:6][CH2:7][N:8]([CH2:10][CH2:11][C:12]([P:18]([OH:21])([OH:20])=[O:19])([P:14]([OH:17])([OH:16])=[O:15])[OH:13])[CH3:9]. Product: [CH3:3][CH2:4][CH2:5][CH2:6][CH2:7][N:8]([CH2:10][CH2:11][C:12]([P:18]([O-:21])([OH:20])=[O:19])([P:14]([OH:17])([OH:16])=[O:15])[OH:13])[CH3:9].[Na+:2]. The catalyst class is: 72. (9) Reactant: [C:1]1([NH:7][S:8]([C:11]2[CH:12]=[C:13]([C:17]#[C:18]/[CH:19]=[CH:20]/[C:21]([OH:23])=O)[CH:14]=[CH:15][CH:16]=2)(=[O:10])=[O:9])[CH:6]=[CH:5][CH:4]=[CH:3][CH:2]=1.C(Cl)Cl.Cl.[NH2:28][OH:29].C([O-])(O)=O.[Na+]. Product: [OH:29][NH:28][C:21](=[O:23])/[CH:20]=[CH:19]/[C:18]#[C:17][C:13]1[CH:14]=[CH:15][CH:16]=[C:11]([S:8](=[O:10])(=[O:9])[NH:7][C:1]2[CH:6]=[CH:5][CH:4]=[CH:3][CH:2]=2)[CH:12]=1. The catalyst class is: 6.